Dataset: Reaction yield outcomes from USPTO patents with 853,638 reactions. Task: Predict the reaction yield, written as a fraction of the theoretical maximum amount of product (1.0 means a 100% yield; for example, 0.34 means a 34% yield). The yield is 0.670. The product is [Cl:16][CH2:17][CH2:18][S:13][C:7]1[C:6]2[C:11](=[CH:12][C:3]([C:2]([F:1])([F:14])[F:15])=[CH:4][CH:5]=2)[N:10]=[CH:9][CH:8]=1. The catalyst is CCCC[N+](CCCC)(CCCC)CCCC.[Br-].O. The reactants are [F:1][C:2]([F:15])([F:14])[C:3]1[CH:12]=[C:11]2[C:6]([C:7]([SH:13])=[CH:8][CH:9]=[N:10]2)=[CH:5][CH:4]=1.[Cl:16][CH2:17][CH2:18]Cl.C([O-])([O-])=O.[K+].[K+].[OH-].[K+].